This data is from Full USPTO retrosynthesis dataset with 1.9M reactions from patents (1976-2016). The task is: Predict the reactants needed to synthesize the given product. (1) Given the product [C:11]([N:18]1[CH2:23][CH2:22][CH2:21][CH:20]([C:24]#[C:25][C:2]2[N:6]3[N:7]=[CH:8][CH:9]=[CH:10][C:5]3=[N:4][CH:3]=2)[CH2:19]1)([O:13][C:14]([CH3:17])([CH3:16])[CH3:15])=[O:12], predict the reactants needed to synthesize it. The reactants are: Br[C:2]1[N:6]2[N:7]=[CH:8][CH:9]=[CH:10][C:5]2=[N:4][CH:3]=1.[C:11]([N:18]1[CH2:23][CH2:22][CH2:21][CH:20]([C:24]#[CH:25])[CH2:19]1)([O:13][C:14]([CH3:17])([CH3:16])[CH3:15])=[O:12].CCN(C(C)C)C(C)C.O. (2) Given the product [Cl:1][C:2]1[C:3]([N:13]2[CH2:18][CH2:17][N:16]([C:28]([NH:27][CH2:26][C:23]3[CH:24]=[CH:25][C:20]([F:19])=[CH:21][CH:22]=3)=[O:29])[CH2:15][CH2:14]2)=[N:4][CH:5]=[C:6]([CH:12]=1)[C:7]([O:9][CH2:10][CH3:11])=[O:8], predict the reactants needed to synthesize it. The reactants are: [Cl:1][C:2]1[C:3]([N:13]2[CH2:18][CH2:17][NH:16][CH2:15][CH2:14]2)=[N:4][CH:5]=[C:6]([CH:12]=1)[C:7]([O:9][CH2:10][CH3:11])=[O:8].[F:19][C:20]1[CH:25]=[CH:24][C:23]([CH2:26][N:27]=[C:28]=[O:29])=[CH:22][CH:21]=1. (3) Given the product [N:2]1[C:3]([NH2:8])=[N:4][C:5]([NH2:7])=[N:6][C:1]=1[NH2:9].[P:11], predict the reactants needed to synthesize it. The reactants are: [C:1]1([NH2:9])[N:6]=[C:5]([NH2:7])[N:4]=[C:3]([NH2:8])[N:2]=1.O[P:11](O)(O)=O. (4) Given the product [Cl:10][C:8]1[CH:7]=[C:6]([C:11]2([C:31]([F:32])([F:34])[F:33])[O:15][N:14]=[C:13]([C:16]3[C:25]4[C:20](=[CH:21][CH:22]=[CH:23][CH:24]=4)[C:19]([C:26]4[CH:30]=[N:29][N:28]([CH2:36][C:37]([F:40])([F:39])[F:38])[CH:27]=4)=[CH:18][CH:17]=3)[CH2:12]2)[CH:5]=[C:4]([Cl:3])[CH:9]=1, predict the reactants needed to synthesize it. The reactants are: [H-].[Na+].[Cl:3][C:4]1[CH:5]=[C:6]([C:11]2([C:31]([F:34])([F:33])[F:32])[O:15][N:14]=[C:13]([C:16]3[C:25]4[C:20](=[CH:21][CH:22]=[CH:23][CH:24]=4)[C:19]([C:26]4[CH:27]=[N:28][NH:29][CH:30]=4)=[CH:18][CH:17]=3)[CH2:12]2)[CH:7]=[C:8]([Cl:10])[CH:9]=1.I[CH2:36][C:37]([F:40])([F:39])[F:38].O. (5) Given the product [CH3:21][O:20][C:15]1[CH:16]=[CH:17][CH:18]=[CH:19][C:14]=1[CH2:13][NH:12][C:7]1[CH:6]=[CH:5][C:4]2[C:9](=[CH:10][CH:11]=[C:2]([NH:33][C:31]3[O:30][N:29]=[C:28]([N:22]4[CH2:27][CH2:26][CH2:25][CH2:24][CH2:23]4)[N:32]=3)[CH:3]=2)[N:8]=1, predict the reactants needed to synthesize it. The reactants are: Br[C:2]1[CH:3]=[C:4]2[C:9](=[CH:10][CH:11]=1)[N:8]=[C:7]([NH:12][CH2:13][C:14]1[CH:19]=[CH:18][CH:17]=[CH:16][C:15]=1[O:20][CH3:21])[CH:6]=[CH:5]2.[N:22]1([C:28]2[N:32]=[C:31]([NH2:33])[O:30][N:29]=2)[CH2:27][CH2:26][CH2:25][CH2:24][CH2:23]1.